Dataset: Forward reaction prediction with 1.9M reactions from USPTO patents (1976-2016). Task: Predict the product of the given reaction. The product is: [CH2:1]([O:4][C:5]([N:7]1[CH2:23][CH2:22][C:11]2[C:12]3[C:13]([CH3:21])([CH3:20])[CH2:14][CH2:15][C:16]=3[C:17]([C:24]3[CH:29]=[CH:28][CH:27]=[CH:26][CH:25]=3)=[CH:18][C:10]=2[CH2:9][CH2:8]1)=[O:6])[CH2:2][CH3:3]. Given the reactants [CH2:1]([O:4][C:5]([N:7]1[CH2:23][CH2:22][C:11]2[C:12]3[C:13]([CH3:21])([CH3:20])[CH2:14][CH2:15][C:16]=3[C:17](I)=[CH:18][C:10]=2[CH2:9][CH2:8]1)=[O:6])[CH2:2][CH3:3].[C:24]1(B(O)O)[CH:29]=[CH:28][CH:27]=[CH:26][CH:25]=1.[O-]P([O-])([O-])=O.[K+].[K+].[K+].CC(C1C=C(C(C)C)C(C2C=CC=CC=2P(C2CCCCC2)C2CCCCC2)=C(C(C)C)C=1)C, predict the reaction product.